This data is from Reaction yield outcomes from USPTO patents with 853,638 reactions. The task is: Predict the reaction yield, written as a fraction of the theoretical maximum amount of product (1.0 means a 100% yield; for example, 0.34 means a 34% yield). (1) The reactants are Cl.[Cl:2][C:3]1[S:7][C:6]([C:8]([NH2:10])=[NH:9])=[CH:5][CH:4]=1.[CH2:11]([CH:13]([C:19](=O)[CH3:20])[C:14](OCC)=[O:15])[CH3:12].C[O-].[Na+]. The catalyst is C(O)C. The product is [Cl:2][C:3]1[S:7][C:6]([C:8]2[NH:10][C:14](=[O:15])[C:13]([CH2:19][CH3:20])=[C:11]([CH3:12])[N:9]=2)=[CH:5][CH:4]=1. The yield is 0.470. (2) The reactants are [C:1]1([C:7]2[CH:11]=[C:10]([C:12]([OH:14])=O)[O:9][N:8]=2)[CH:6]=[CH:5][CH:4]=[CH:3][CH:2]=1.CN(C(O[N:23]1[N:31]=[N:30]C2C=CC=CC1=2)=[N+](C)C)C.F[P-](F)(F)(F)(F)F.[N-]=[N+]=[N-].[Na+].CCN(C(C)C)C(C)C. The catalyst is CN(C=O)C.C1COCC1. The product is [C:1]1([C:7]2[CH:11]=[C:10]([C:12]([N:30]=[N+:31]=[N-:23])=[O:14])[O:9][N:8]=2)[CH:6]=[CH:5][CH:4]=[CH:3][CH:2]=1. The yield is 0.600. (3) The yield is 0.500. The catalyst is C1(C)C=CC=CC=1.C(=O)([O-])[O-].[Ag+2]. The reactants are [Cl:1][CH2:2][CH2:3][CH2:4][S:5]([O:8][CH2:9][C:10]([CH3:26])([CH3:25])[C@@H:11]([O:15][CH2:16][C:17]1[CH:22]=[CH:21][C:20](OC)=[CH:19][CH:18]=1)[C:12]([OH:14])=[O:13])(=[O:7])=[O:6].[CH3:27][CH:28]([O:30][C:31]([O:33][CH:34](Cl)[CH3:35])=[O:32])[CH3:29]. The product is [Cl:1][CH2:2][CH2:3][CH2:4][S:5]([O:8][CH2:9][C:10]([CH3:25])([CH3:26])[C@@H:11]([O:15][CH2:16][C:17]1[CH:18]=[CH:19][CH:20]=[CH:21][CH:22]=1)[C:12]([O:14][CH2:35][CH2:34][O:33][C:31]([O:30][CH:28]([CH3:29])[CH3:27])=[O:32])=[O:13])(=[O:6])=[O:7]. (4) The reactants are Br[C:2]1[CH:10]=[CH:9][CH:8]=[C:7]2[C:3]=1[CH:4]=[CH:5][CH2:6]2.[C:11]1([C:20]2[CH:25]=[CH:24][CH:23]=[CH:22][CH:21]=2)[CH:16]=[CH:15][CH:14]=[CH:13][C:12]=1B(O)O.C(=O)([O-])[O-].[K+].[K+].O1CCOCC1. The catalyst is C1C=CC(P(C2C=CC=CC=2)C2C=CC=CC=2)=CC=1.C1C=CC(P(C2C=CC=CC=2)C2C=CC=CC=2)=CC=1.Cl[Pd]Cl.O. The product is [C:11]1([C:20]2[CH:21]=[CH:22][CH:23]=[CH:24][CH:25]=2)[CH:16]=[CH:15][CH:14]=[CH:13][C:12]=1[C:2]1[CH:10]=[CH:9][CH:8]=[C:7]2[C:3]=1[CH:4]=[CH:5][CH2:6]2. The yield is 0.910. (5) The reactants are [Br:1][C:2]1[CH:3]=[C:4]2[C:8](=[CH:9][CH:10]=1)[C:7](=[O:11])[O:6][C:5]2=[O:12].[NH2:13][C:14]1[CH:19]=[CH:18][C:17]([CH3:20])=[CH:16][N:15]=1. The catalyst is CC(C)=O. The product is [Br:1][C:2]1[CH:3]=[C:4]([C:5]([OH:6])=[O:12])[C:8]([C:7]([NH:13][C:14]2[CH:19]=[CH:18][C:17]([CH3:20])=[CH:16][N:15]=2)=[O:11])=[CH:9][CH:10]=1. The yield is 0.0400. (6) The reactants are [Cl:1][C:2]1[C:7]([F:8])=[CH:6][CH:5]=[C:4]([Cl:9])[C:3]=1[CH:10]([OH:12])[CH3:11].[CH3:13][S:14](Cl)(=[O:16])=[O:15].C(N(CC)CC)C.CN(C=O)C. The catalyst is C(Cl)Cl.O. The product is [CH3:13][S:14]([O:12][CH:10]([C:3]1[C:4]([Cl:9])=[CH:5][CH:6]=[C:7]([F:8])[C:2]=1[Cl:1])[CH3:11])(=[O:16])=[O:15]. The yield is 0.710. (7) The product is [Br:1][C:2]1[CH:3]=[CH:4][C:5]([CH:8]2[CH2:13][CH2:12][CH2:11][NH:10][CH2:9]2)=[CH:6][CH:7]=1. The reactants are [Br:1][C:2]1[CH:7]=[CH:6][C:5]([CH:8]2[CH2:13][CH2:12][CH2:11][NH:10][C:9]2=O)=[CH:4][CH:3]=1.B.O1CCCC1.Cl. The catalyst is O1CCCC1. The yield is 0.900. (8) The reactants are Br[CH:2]([C:4]1[CH:22]=[CH:21][C:7]([C:8]([NH:10][CH:11]2[CH2:16][C:15]([CH3:18])([CH3:17])[NH:14][C:13]([CH3:20])([CH3:19])[CH2:12]2)=[O:9])=[CH:6][CH:5]=1)[CH3:3].[C:23]1([OH:29])[CH:28]=[CH:27][CH:26]=[CH:25][CH:24]=1.C([O-])([O-])=O.[K+].[K+]. The catalyst is C(#N)C. The product is [O:29]([CH:2]([C:4]1[CH:22]=[CH:21][C:7]([C:8]([NH:10][CH:11]2[CH2:16][C:15]([CH3:18])([CH3:17])[NH:14][C:13]([CH3:20])([CH3:19])[CH2:12]2)=[O:9])=[CH:6][CH:5]=1)[CH3:3])[C:23]1[CH:28]=[CH:27][CH:26]=[CH:25][CH:24]=1. The yield is 0.380. (9) The reactants are [CH2:1]([N:3]([CH:24]1[CH2:29][CH2:28][O:27][CH2:26][CH2:25]1)[C:4]1[C:5]([CH3:23])=[C:6]([CH:11]=[C:12](B2OC(C)(C)C(C)(C)O2)[CH:13]=1)[C:7]([O:9][CH3:10])=[O:8])[CH3:2].Br[C:31]1[CH:36]=[CH:35][C:34]([CH2:37][N:38]2[CH2:43][CH2:42][CH:41]([OH:44])[CH2:40][CH2:39]2)=[C:33]([F:45])[CH:32]=1.C(=O)([O-])[O-].[Na+].[Na+]. The catalyst is O1CCOCC1.O.C1C=CC([P]([Pd]([P](C2C=CC=CC=2)(C2C=CC=CC=2)C2C=CC=CC=2)([P](C2C=CC=CC=2)(C2C=CC=CC=2)C2C=CC=CC=2)[P](C2C=CC=CC=2)(C2C=CC=CC=2)C2C=CC=CC=2)(C2C=CC=CC=2)C2C=CC=CC=2)=CC=1. The product is [CH2:1]([N:3]([CH:24]1[CH2:29][CH2:28][O:27][CH2:26][CH2:25]1)[C:4]1[C:5]([CH3:23])=[C:6]([CH:11]=[C:12]([C:31]2[CH:36]=[CH:35][C:34]([CH2:37][N:38]3[CH2:43][CH2:42][CH:41]([OH:44])[CH2:40][CH2:39]3)=[C:33]([F:45])[CH:32]=2)[CH:13]=1)[C:7]([O:9][CH3:10])=[O:8])[CH3:2]. The yield is 0.890. (10) The reactants are [I:1][C:2]1[C:3]2[S:9][C:8]([C:10]3[CH:15]=[CH:14][CH:13]=[C:12]([O:16][CH3:17])[CH:11]=3)=[CH:7][C:4]=2[NH:5][N:6]=1.[C:18](O[C:18]([O:20][C:21]([CH3:24])([CH3:23])[CH3:22])=[O:19])([O:20][C:21]([CH3:24])([CH3:23])[CH3:22])=[O:19]. The catalyst is CN(C)C1C=CN=CC=1.ClCCl. The product is [C:21]([O:20][C:18]([N:5]1[C:4]2[CH:7]=[C:8]([C:10]3[CH:15]=[CH:14][CH:13]=[C:12]([O:16][CH3:17])[CH:11]=3)[S:9][C:3]=2[C:2]([I:1])=[N:6]1)=[O:19])([CH3:24])([CH3:23])[CH3:22]. The yield is 0.870.